From a dataset of NCI-60 drug combinations with 297,098 pairs across 59 cell lines. Regression. Given two drug SMILES strings and cell line genomic features, predict the synergy score measuring deviation from expected non-interaction effect. Drug 1: CCN(CC)CCNC(=O)C1=C(NC(=C1C)C=C2C3=C(C=CC(=C3)F)NC2=O)C. Drug 2: CC12CCC3C(C1CCC2OP(=O)(O)O)CCC4=C3C=CC(=C4)OC(=O)N(CCCl)CCCl.[Na+]. Cell line: EKVX. Synergy scores: CSS=-1.29, Synergy_ZIP=1.38, Synergy_Bliss=1.86, Synergy_Loewe=-4.86, Synergy_HSA=-4.89.